Dataset: Forward reaction prediction with 1.9M reactions from USPTO patents (1976-2016). Task: Predict the product of the given reaction. (1) The product is: [Cl:1][C:2]1[CH:7]=[CH:6][C:5]([O:8][C:11]([CH3:18])([CH3:17])[C:12]([O:14][CH2:15][CH3:16])=[O:13])=[C:4]([F:9])[CH:3]=1. Given the reactants [Cl:1][C:2]1[CH:7]=[CH:6][C:5]([OH:8])=[C:4]([F:9])[CH:3]=1.Br[C:11]([CH3:18])([CH3:17])[C:12]([O:14][CH2:15][CH3:16])=[O:13].C(=O)([O-])[O-].[Cs+].[Cs+], predict the reaction product. (2) Given the reactants F[P-](F)(F)(F)(F)F.N1(OC(N(C)C)=[N+](C)C)C2N=CC=CC=2N=N1.[CH3:25][N:26]([CH2:33][C:34]1[CH:42]=[CH:41][C:37]([C:38]([OH:40])=O)=[CH:36][CH:35]=1)[C:27]1[CH:32]=[CH:31][CH:30]=[CH:29][CH:28]=1.C(N(CC)C(C)C)(C)C.[NH2:52][C:53]1[CH:58]=[CH:57][C:56]([C:59]2[S:63][C:62]([N:64]=[C:65]([NH2:67])[NH2:66])=[N:61][C:60]=2[CH3:68])=[CH:55][CH:54]=1, predict the reaction product. The product is: [NH2:67][C:65]([NH:64][C:62]1[S:63][C:59]([C:56]2[CH:57]=[CH:58][C:53]([NH:52][C:38](=[O:40])[C:37]3[CH:36]=[CH:35][C:34]([CH2:33][N:26]([CH3:25])[C:27]4[CH:28]=[CH:29][CH:30]=[CH:31][CH:32]=4)=[CH:42][CH:41]=3)=[CH:54][CH:55]=2)=[C:60]([CH3:68])[N:61]=1)=[NH:66]. (3) Given the reactants [C:1]([O:5][C:6](=[O:41])[NH:7][C@H:8]1[CH2:16][O:15][CH2:14][C@H:13]([CH2:17][C:18]2[C:27]3[C:22](=[CH:23][CH:24]=[CH:25][CH:26]=3)[CH:21]=[CH:20][CH:19]=2)[C@@H:12]([O:28][Si:29]([CH:36]([CH3:38])[CH3:37])([CH:33]([CH3:35])[CH3:34])[CH:30]([CH3:32])[CH3:31])[C@H:11]([CH3:39])[O:10][C:9]1=[O:40])([CH3:4])([CH3:3])[CH3:2].[C:42](O[C:42]([O:44][C:45]([CH3:48])([CH3:47])[CH3:46])=[O:43])([O:44][C:45]([CH3:48])([CH3:47])[CH3:46])=[O:43], predict the reaction product. The product is: [C:1]([O:5][C:6]([N:7]([C@H:8]1[CH2:16][O:15][CH2:14][C@H:13]([CH2:17][C:18]2[C:27]3[C:22](=[CH:23][CH:24]=[CH:25][CH:26]=3)[CH:21]=[CH:20][CH:19]=2)[C@@H:12]([O:28][Si:29]([CH:30]([CH3:31])[CH3:32])([CH:33]([CH3:34])[CH3:35])[CH:36]([CH3:38])[CH3:37])[C@H:11]([CH3:39])[O:10][C:9]1=[O:40])[C:42](=[O:43])[O:44][C:45]([CH3:48])([CH3:47])[CH3:46])=[O:41])([CH3:4])([CH3:3])[CH3:2]. (4) Given the reactants Cl[CH:2]([C:45]1[CH:50]=[CH:49][C:48]([O:51][CH2:52][CH2:53][CH2:54][CH2:55][CH2:56][CH2:57][CH2:58][CH2:59][CH2:60][CH2:61][CH2:62][CH2:63][O:64][CH2:65][CH2:66][CH2:67][CH2:68][CH2:69][CH2:70][CH2:71][CH2:72][CH2:73][CH2:74][CH2:75][CH2:76][CH2:77][CH2:78][CH2:79][CH2:80][CH2:81][CH2:82][CH2:83][CH2:84][CH2:85][CH3:86])=[CH:47][CH:46]=1)[C:3]1[CH:8]=[CH:7][C:6]([O:9][CH2:10][CH2:11][CH2:12][CH2:13][CH2:14][CH2:15][CH2:16][CH2:17][CH2:18][CH2:19][CH2:20][CH2:21][O:22][CH2:23][CH2:24][CH2:25][CH2:26][CH2:27][CH2:28][CH2:29][CH2:30][CH2:31][CH2:32][CH2:33][CH2:34][CH2:35][CH2:36][CH2:37][CH2:38][CH2:39][CH2:40][CH2:41][CH2:42][CH2:43][CH3:44])=[CH:5][CH:4]=1.CN(C=O)C.[N-:92]=[N+:93]=[N-:94].[Na+], predict the reaction product. The product is: [N:92]([CH:2]([C:45]1[CH:50]=[CH:49][C:48]([O:51][CH2:52][CH2:53][CH2:54][CH2:55][CH2:56][CH2:57][CH2:58][CH2:59][CH2:60][CH2:61][CH2:62][CH2:63][O:64][CH2:65][CH2:66][CH2:67][CH2:68][CH2:69][CH2:70][CH2:71][CH2:72][CH2:73][CH2:74][CH2:75][CH2:76][CH2:77][CH2:78][CH2:79][CH2:80][CH2:81][CH2:82][CH2:83][CH2:84][CH2:85][CH3:86])=[CH:47][CH:46]=1)[C:3]1[CH:8]=[CH:7][C:6]([O:9][CH2:10][CH2:11][CH2:12][CH2:13][CH2:14][CH2:15][CH2:16][CH2:17][CH2:18][CH2:19][CH2:20][CH2:21][O:22][CH2:23][CH2:24][CH2:25][CH2:26][CH2:27][CH2:28][CH2:29][CH2:30][CH2:31][CH2:32][CH2:33][CH2:34][CH2:35][CH2:36][CH2:37][CH2:38][CH2:39][CH2:40][CH2:41][CH2:42][CH2:43][CH3:44])=[CH:5][CH:4]=1)=[N+:93]=[N-:94]. (5) Given the reactants [Cl:1][C:2]1[C:3]([F:44])=[C:4]([C@@H:8]2[C@@:27]3([C:31]4[CH:32]=[N:33][C:34]([O:36][CH3:37])=[CH:35][C:30]=4[NH:29][C:28]3=[O:38])[C@H:26]([CH2:39][C:40]([CH3:43])([CH3:42])[CH3:41])[N:10]3[CH2:11][N:12]([C:15]4[CH:23]=[CH:22][C:18]([C:19](O)=[O:20])=[CH:17][C:16]=4[O:24][CH3:25])[C:13](=[O:14])[C@@H:9]23)[CH:5]=[CH:6][CH:7]=1.[OH-].[NH4+:46], predict the reaction product. The product is: [Cl:1][C:2]1[C:3]([F:44])=[C:4]([C@@H:8]2[C@@:27]3([C:31]4[CH:32]=[N:33][C:34]([O:36][CH3:37])=[CH:35][C:30]=4[NH:29][C:28]3=[O:38])[C@H:26]([CH2:39][C:40]([CH3:42])([CH3:41])[CH3:43])[N:10]3[CH2:11][N:12]([C:15]4[CH:23]=[CH:22][C:18]([C:19]([NH2:46])=[O:20])=[CH:17][C:16]=4[O:24][CH3:25])[C:13](=[O:14])[C@@H:9]23)[CH:5]=[CH:6][CH:7]=1.